From a dataset of Experimentally validated miRNA-target interactions with 360,000+ pairs, plus equal number of negative samples. Binary Classification. Given a miRNA mature sequence and a target amino acid sequence, predict their likelihood of interaction. (1) The miRNA is mmu-miR-196a-5p with sequence UAGGUAGUUUCAUGUUGUUGGG. The protein sequence of the target gene is MPLVRYRKVAILGYRSVGKTSLAHQFVEGEFLEGYDPTVENTYSKTVTLGKDEFHLHLVDTAGQDEYSILPYSLIIGVHGYVLVYSVNSLRSFQIVKNLYQKLHEGHGKTRLSVLLVGNKADLSPEREVQAVEGKKLAESWGAMFMESSARDNQLTQDVFIKVIQEIARVENSYGRQDRRCYLM. Result: 0 (no interaction). (2) The miRNA is hsa-miR-7158-5p with sequence GGCUCAAUCUCUGGUCCUGCAGCC. The protein sequence of the target gene is MLRVLPRALRLPCSWRFSGARDCASHATTRTPEIQVQALTGPNQGITEILMNRPNARNALGNVFVSELLEALAQLREDQQVRVLLFRSAVKGVFCAGADLKEREQMSDVEVGTFVQRLRGLMSEIAAFPVPTIAAMDGFALGGGLELALACDLRIAASSAVMGLIETTRGLLPGAGGTQRLPRCLGVALAKELIFTGRRLNGAQARELGLVNHAVAQNEEGNAAYHRALALAQEILPQAPIAVRLGKVAIDRGMEVDIASGMAIEQMCYAQNIPTQDRLEGMAAFREKRAPKFVGK. Result: 0 (no interaction). (3) The miRNA is hsa-miR-1268a with sequence CGGGCGUGGUGGUGGGGG. The protein sequence of the target gene is MAARQAVGSGAQETCGLDRILEALKLLLSPGGSGSSSLQVTKHDVLLATLKSNLSALEDKFLKDPQWKNLKLLRDEIADKAEWPQNSVDVTWSFTSQTLLLLLCLKETMIRLAANFNPGKPNPRTPEVAPALSPDALSISQQKTVQFVLQFVVTLGICPYLMPGVGVPLRYRTEFGAVVQDVVCFDAAPDATRRLYTSCKALLNVAQHTSLGSLIFCHHFGDIAAGLCQLGFCPTKRKLLTPAEEVLTEEERTLSRGALRDMLDQVYQPLAVRELLILQGGPPQSCTDVKTQMRCRAPAW.... Result: 0 (no interaction). (4) The miRNA is hsa-miR-4800-5p with sequence AGUGGACCGAGGAAGGAAGGA. The protein sequence of the target gene is MSEAPRAETFVFLDLEATGLPSVEPEIAELSLFAVHRSSLENPEHDESGALVLPRVLDKLTLCMCPERPFTAKASEITGLSSEGLARCRKAGFDGAVVRTLQAFLSRQAGPICLVAHNGFDYDFPLLCAELRRLGARLPRDTVCLDTLPALRGLDRAHSHGTRARGRQGYSLGSLFHRYFRAEPSAAHSAEGDVHTLLLIFLHRAAELLAWADEQARGWAHIEPMYLPPDDPSLEA. Result: 0 (no interaction). (5) The miRNA is hsa-miR-379-5p with sequence UGGUAGACUAUGGAACGUAGG. The protein sequence of the target gene is MSSDSELAVFGEAAPFLRKSERERIEAQNRPFDAKTSVFVAEPKESFVKGTIQSREGGKVTVKTEGGATLTVKDDQVFPMNPPKYDKIEDMAMMTHLHEPAVLYNLKERYAAWMIYTYSGLFCVTVNPYKWLPVYKPEVVTAYRGKKRQEAPPHIFSISDNAYQFMLTDRENQSILITGESGAGKTVNTKRVIQYFATIAVTGEKKKEEITSGKIQGTLEDQIISANPLLEAFGNAKTVRNDNSSRFGKFIRIHFGTTGKLASADIETYLLEKSRVVFQLKAERSYHIFYQITSNKKPEL.... Result: 0 (no interaction). (6) The miRNA is mmu-miR-875-3p with sequence CCUGAAAAUACUGAGGCUAUG. The protein sequence of the target gene is MASKIGSRRWMLQLIMQLGSVLLTRCPFWGCFSQLMLYAERAEARRKPDIPVPYLYFDMGAAVLCASFMSFGVKRRWFALGAALQLAISTYTAYIGGYVHYGDWLKVRMYSRTVAIIGGFLVLASGAGELYRRKPRSRSLQSTGQVFLGIYLICVAYSLQHSKEDRLAYLNHLPGGELMVQLFFVLYGVLALAFLSGYYVTLAAQILAVLLPPVMLLIDGNVSYWHNTRRVEFWNQMKLLGESVGIFGAAVILATDG. Result: 1 (interaction). (7) The protein sequence of the target gene is MSSTRSQNPHGLKQIGLDQIWDDLRAGIQQVYTRQSMAKSRYMELYTHVYNYCTSVHQSNQARGAGVPPSKSKKGQTPGGAQFVGLELYKRLKEFLKNYLTNLLKDGEDLMDESVLKFYTQQWEDYRFSSKVLNGICAYLNRHWVRRECDEGRKGIYEIYSLALVTWRDCLFRPLNKQVTNAVLKLIEKERNGETINTRLISGVVQSYVELGLNEDDAFAKGPTLTVYKESFESQFLADTERFYTRESTEFLQQNPVTEYMKKAEARLLEEQRRVQVYLHESTQDELARKCEQVLIEKHL.... The miRNA is hsa-miR-769-3p with sequence CUGGGAUCUCCGGGGUCUUGGUU. Result: 0 (no interaction). (8) The miRNA is mmu-miR-7078-3p with sequence UACUUUUUUUAUCAUCCACAG. The protein sequence of the target gene is MANNSPALTGNSQPQHQAAAAVTQQQQQCGGGGGATKPAVSGKQGNVLPLWGNEKTMNLNPMILTNILSSPYFKVQLYELKTYHEVVDEIYFKVTHVEPWEKGSRKTAGQTGMCGGVRGVGTGGIVSTAFCLLYKLFTLKLTRKQVMGLITHTDSPYIRALGFMYIRYTQPPTDLWDWFESFLDDEEDLDVKAGGGCVMTIGEMLRSFLTKLEWFSTLFPRIPVPVQKNIDQQIKTRPRKIKKDGKEGIEEIDRHVERRRSRSPRRSLSPRRSPRRSRSRSHHREGHGSSSFDRELEREK.... Result: 1 (interaction).